From a dataset of Reaction yield outcomes from USPTO patents with 853,638 reactions. Predict the reaction yield, written as a fraction of the theoretical maximum amount of product (1.0 means a 100% yield; for example, 0.34 means a 34% yield). (1) The reactants are [S:1]1[C:5]2[CH:6]=[CH:7][C:8]([C:10](O)=[O:11])=[CH:9][C:4]=2[N:3]=[N:2]1.C(N(CC)CC)C.C(OC(Cl)=O)C(C)C.[BH4-].[Na+]. The catalyst is O1CCCC1. The product is [S:1]1[C:5]2[CH:6]=[CH:7][C:8]([CH2:10][OH:11])=[CH:9][C:4]=2[N:3]=[N:2]1. The yield is 0.560. (2) The reactants are [CH2:1]([C:3]1[C:12]([O:13]C)=[CH:11][CH:10]=[CH:9][C:4]=1[CH2:5][N:6]([CH3:8])[CH3:7])[CH3:2].[BrH:15].C(O)(=O)C. The yield is 0.780. No catalyst specified. The product is [BrH:15].[CH3:8][N:6]([CH2:5][C:4]1[C:3]([CH2:1][CH3:2])=[C:12]([OH:13])[CH:11]=[CH:10][CH:9]=1)[CH3:7]. (3) The reactants are [CH3:1][N:2]([CH3:40])[CH2:3][CH:4]([O:7][CH:8]([O:12][C@H:13]1[CH2:37][CH2:36][C@@:35]2([CH3:38])[C:15](=[CH:16][CH2:17][C@@H:18]3[C@@H:34]2[CH2:33][CH2:32][C@@:31]2([CH3:39])[C@H:19]3[CH2:20][CH2:21][C@@H:22]2[C@H:23]([CH3:30])[CH2:24][CH2:25][CH2:26][CH:27]([CH3:29])[CH3:28])[CH2:14]1)[CH2:9][CH2:10][CH3:11])[CH2:5][OH:6].[H-].[Na+].S(O[CH2:48][CH2:49][CH2:50][CH2:51][CH2:52][CH2:53][CH2:54][CH2:55]/[CH:56]=[CH:57]\[CH2:58]/[CH:59]=[CH:60]\[CH2:61][CH2:62][CH2:63][CH2:64][CH3:65])(=O)(=O)C. The catalyst is C1(C)C=CC=CC=1. The product is [CH3:40][N:2]([CH3:1])[CH2:3][CH:4]([O:7][CH:8]([O:12][C@H:13]1[CH2:37][CH2:36][C@@:35]2([CH3:38])[C:15](=[CH:16][CH2:17][C@@H:18]3[C@@H:34]2[CH2:33][CH2:32][C@@:31]2([CH3:39])[C@H:19]3[CH2:20][CH2:21][C@@H:22]2[C@H:23]([CH3:30])[CH2:24][CH2:25][CH2:26][CH:27]([CH3:28])[CH3:29])[CH2:14]1)[CH2:9][CH2:10][CH3:11])[CH2:5][O:6][CH2:48][CH2:49][CH2:50][CH2:51][CH2:52][CH2:53][CH2:54][CH2:55]/[CH:56]=[CH:57]\[CH2:58]/[CH:59]=[CH:60]\[CH2:61][CH2:62][CH2:63][CH2:64][CH3:65]. The yield is 0.810. (4) The reactants are Br[C:2]1[C:6]2=[N:7][CH:8]=[CH:9][C:10]([Cl:11])=[C:5]2[S:4][CH:3]=1.[F:12][C:13]1[CH:18]=[C:17]([F:19])[CH:16]=[CH:15][C:14]=1B(O)O.O1CCOCC1.[O-]P([O-])([O-])=O.[K+].[K+].[K+]. The catalyst is O.C1C=CC(P(C2C=CC=CC=2)[C-]2C=CC=C2)=CC=1.C1C=CC(P(C2C=CC=CC=2)[C-]2C=CC=C2)=CC=1.Cl[Pd]Cl.[Fe+2].C(Cl)Cl. The product is [Cl:11][C:10]1[CH:9]=[CH:8][N:7]=[C:6]2[C:2]([C:16]3[CH:15]=[CH:14][C:13]([F:12])=[CH:18][C:17]=3[F:19])=[CH:3][S:4][C:5]=12. The yield is 0.490. (5) The yield is 0.250. The product is [Cl:18][C:19]1[S:23][C:22]([S:24]([NH:27][C:28]([CH:30]2[CH2:35][CH2:34][N:33]([C:2]3[C:12]([C:13]#[N:14])=[CH:11][C:5]([C:6]([O:8][CH2:9][CH3:10])=[O:7])=[C:4]([CH2:15][CH3:16])[N:3]=3)[CH2:32][CH2:31]2)=[O:29])(=[O:25])=[O:26])=[CH:21][CH:20]=1. The reactants are Cl[C:2]1[C:12]([C:13]#[N:14])=[CH:11][C:5]([C:6]([O:8][CH2:9][CH3:10])=[O:7])=[C:4]([CH2:15][CH3:16])[N:3]=1.Cl.[Cl:18][C:19]1[S:23][C:22]([S:24]([NH:27][C:28]([CH:30]2[CH2:35][CH2:34][NH:33][CH2:32][CH2:31]2)=[O:29])(=[O:26])=[O:25])=[CH:21][CH:20]=1.CCN(C(C)C)C(C)C. The catalyst is CC(N(C)C)=O. (6) The reactants are [CH3:1][O:2][C:3]1[C:4]([CH2:12][N:13]([CH3:15])[CH3:14])=[C:5]2[C:9](=[CH:10][CH:11]=1)[NH:8][CH:7]=[CH:6]2.CN(C=O)C.[Cl:21][C:22]1[CH:23]=[C:24]([S:28](Cl)(=[O:30])=[O:29])[CH:25]=[CH:26][CH:27]=1. No catalyst specified. The product is [Cl:21][C:22]1[CH:23]=[C:24]([S:28]([N:8]2[C:9]3[C:5](=[C:4]([CH2:12][N:13]([CH3:14])[CH3:15])[C:3]([O:2][CH3:1])=[CH:11][CH:10]=3)[CH:6]=[CH:7]2)(=[O:30])=[O:29])[CH:25]=[CH:26][CH:27]=1. The yield is 0.100. (7) The reactants are [NH:1]1[CH2:9][CH2:8][CH2:7][CH:3]([C:4]([OH:6])=[O:5])[CH2:2]1.C(=O)([O-])[O-].[Na+].[Na+].Cl[C:17]([O:19][CH2:20][C:21]1[CH:26]=[CH:25][CH:24]=[CH:23][CH:22]=1)=[O:18].[OH-].[Na+]. The catalyst is O. The product is [CH2:20]([O:19][C:17]([N:1]1[CH2:9][CH2:8][CH2:7][CH:3]([C:4]([OH:6])=[O:5])[CH2:2]1)=[O:18])[C:21]1[CH:26]=[CH:25][CH:24]=[CH:23][CH:22]=1. The yield is 0.730.